This data is from Full USPTO retrosynthesis dataset with 1.9M reactions from patents (1976-2016). The task is: Predict the reactants needed to synthesize the given product. Given the product [Cl:1][C:2]1[CH:3]=[CH:4][C:5]2[CH2:11][C:34]3[CH:35]=[CH:36][CH:37]=[CH:38][C:33]=3[C:9](=[O:10])[NH:8][C:6]=2[CH:7]=1, predict the reactants needed to synthesize it. The reactants are: [Cl:1][C:2]1[CH:3]=[CH:4][C:5]([CH3:11])=[C:6]([N:8]=[C:9]=[O:10])[CH:7]=1.S(Cl)(Cl)(=O)=O.N(C(C)(C)C#N)=NC(C)(C)C#N.[Al+3].[Cl-].[Cl-].[Cl-].[CH:33]1[CH:38]=[CH:37][CH:36]=[CH:35][CH:34]=1.